From a dataset of Full USPTO retrosynthesis dataset with 1.9M reactions from patents (1976-2016). Predict the reactants needed to synthesize the given product. (1) The reactants are: [NH2:1][C@H:2]1[C@H:7]([OH:8])[C:6]([F:10])([F:9])[CH2:5][CH2:4][CH2:3]1.C(N([CH2:16][CH3:17])CC)C.[CH3:18][C:19]([O:22][C:23](O[C:23]([O:22][C:19](C)(C)[CH3:18])=[O:24])=[O:24])(C)C. Given the product [F:9][C:6]1([F:10])[CH2:5][CH2:4][CH2:3][C@@H:2]([NH:1][C:23](=[O:24])[O:22][CH2:19][CH2:18][CH2:16][CH3:17])[C@@H:7]1[OH:8], predict the reactants needed to synthesize it. (2) Given the product [C:20]1([CH2:19][CH2:18][CH2:17][N:14]2[CH2:15][CH2:16][CH:11]([C:9]([OH:10])=[O:8])[CH2:12][CH2:13]2)[CH:21]=[CH:22][CH:23]=[CH:24][CH:25]=1, predict the reactants needed to synthesize it. The reactants are: C([O:8][C:9]([CH:11]1[CH2:16][CH2:15][N:14]([CH2:17][CH2:18][CH2:19][C:20]2[CH:25]=[CH:24][CH:23]=[CH:22][CH:21]=2)[CH2:13][CH2:12]1)=[O:10])C1C=CC=CC=1.